This data is from Reaction yield outcomes from USPTO patents with 853,638 reactions. The task is: Predict the reaction yield, written as a fraction of the theoretical maximum amount of product (1.0 means a 100% yield; for example, 0.34 means a 34% yield). (1) The reactants are [Cl:1][C:2]1[C:3]([O:5][CH2:6][C:7]=1[C:8]1[CH:13]=[CH:12][C:11](SC)=[CH:10][CH:9]=1)=[O:4].O[O:17][S:18]([O-:20])=O.[K+].S([O-])(O[O-])(=O)=O.[K+].[K+].[CH3:30]C(C)=O. The catalyst is O. The product is [Cl:1][C:2]1[C:3]([O:5][CH2:6][C:7]=1[C:8]1[CH:9]=[CH:10][C:11]([S:18]([CH3:30])(=[O:20])=[O:17])=[CH:12][CH:13]=1)=[O:4]. The yield is 0.850. (2) The product is [Si:14]([O:21][CH:22]1[CH2:27][CH2:26][C:25]([CH2:28][CH2:29][CH:30]2[C:38]3[C:33](=[CH:34][CH:35]=[CH:36][C:37]=3[F:39])[C:32]3=[CH:40][N:41]=[CH:42][N:31]23)([F:12])[CH2:24][CH2:23]1)([C:17]([CH3:20])([CH3:19])[CH3:18])([CH3:16])[CH3:15]. The yield is 0.230. The catalyst is ClCCl. The reactants are [B-](F)(F)(F)F.CCN([S+](F)[F:12])CC.[Si:14]([O:21][CH:22]1[CH2:27][CH2:26][CH:25]([CH:28](O)[CH2:29][CH:30]2[C:38]3[C:33](=[CH:34][CH:35]=[CH:36][C:37]=3[F:39])[C:32]3=[CH:40][N:41]=[CH:42][N:31]23)[CH2:24][CH2:23]1)([C:17]([CH3:20])([CH3:19])[CH3:18])([CH3:16])[CH3:15]. (3) The reactants are [Cl:1][C:2]1[C:10]([F:11])=[CH:9][C:5]([C:6](Cl)=[O:7])=[C:4]([F:12])[CH:3]=1.[CH3:13][O:14][C:15]1[CH:20]=[C:19]([NH2:21])[CH:18]=[CH:17][N:16]=1.N1C=CC=CC=1.Cl. The catalyst is ClCCl. The product is [Cl:1][C:2]1[C:10]([F:11])=[CH:9][C:5]([C:6]([NH:21][C:19]2[CH:18]=[CH:17][N:16]=[C:15]([O:14][CH3:13])[CH:20]=2)=[O:7])=[C:4]([F:12])[CH:3]=1. The yield is 0.880. (4) The reactants are [NH2:1][C:2]1[N:7]=[C:6]([NH:8][C:9]2[CH:23]=[CH:22][C:12]([CH2:13][C:14]3[CH:19]=[CH:18][N:17]=[C:16]([C:20]#[N:21])[CH:15]=3)=[CH:11][CH:10]=2)[CH:5]=[C:4]([C:24]2[CH:29]=[CH:28][CH:27]=[CH:26][CH:25]=2)[N:3]=1. The catalyst is CO.Cl.[Pd]. The product is [NH2:21][CH2:20][C:16]1[CH:15]=[C:14]([CH2:13][C:12]2[CH:11]=[CH:10][C:9]([NH:8][C:6]3[CH:5]=[C:4]([C:24]4[CH:25]=[CH:26][CH:27]=[CH:28][CH:29]=4)[N:3]=[C:2]([NH2:1])[N:7]=3)=[CH:23][CH:22]=2)[CH:19]=[CH:18][N:17]=1. The yield is 0.110. (5) The reactants are [CH3:1][O:2][C:3]([C:5]1([C:8]2[CH:13]=[CH:12][C:11]([OH:14])=[C:10]([NH2:15])[CH:9]=2)[CH2:7][CH2:6]1)=[O:4].Cl[C:17](Cl)([O:19]C(=O)OC(Cl)(Cl)Cl)Cl.O. The catalyst is C1COCC1. The product is [CH3:1][O:2][C:3]([C:5]1([C:8]2[CH:13]=[CH:12][C:11]3[O:14][C:17](=[O:19])[NH:15][C:10]=3[CH:9]=2)[CH2:7][CH2:6]1)=[O:4]. The yield is 0.910.